This data is from NCI-60 drug combinations with 297,098 pairs across 59 cell lines. The task is: Regression. Given two drug SMILES strings and cell line genomic features, predict the synergy score measuring deviation from expected non-interaction effect. (1) Drug 1: CN1CCC(CC1)COC2=C(C=C3C(=C2)N=CN=C3NC4=C(C=C(C=C4)Br)F)OC. Drug 2: CCCCC(=O)OCC(=O)C1(CC(C2=C(C1)C(=C3C(=C2O)C(=O)C4=C(C3=O)C=CC=C4OC)O)OC5CC(C(C(O5)C)O)NC(=O)C(F)(F)F)O. Cell line: M14. Synergy scores: CSS=3.51, Synergy_ZIP=0.692, Synergy_Bliss=4.53, Synergy_Loewe=2.63, Synergy_HSA=1.71. (2) Synergy scores: CSS=3.22, Synergy_ZIP=3.84, Synergy_Bliss=-0.448, Synergy_Loewe=-4.93, Synergy_HSA=-2.34. Drug 2: CCC(=C(C1=CC=CC=C1)C2=CC=C(C=C2)OCCN(C)C)C3=CC=CC=C3.C(C(=O)O)C(CC(=O)O)(C(=O)O)O. Drug 1: C1=CC(=CC=C1CCC2=CNC3=C2C(=O)NC(=N3)N)C(=O)NC(CCC(=O)O)C(=O)O. Cell line: NCI-H226.